From a dataset of Forward reaction prediction with 1.9M reactions from USPTO patents (1976-2016). Predict the product of the given reaction. Given the reactants Br[C:2]1[C:3]([NH2:8])=[N:4][CH:5]=[CH:6][CH:7]=1.CC1(C)C(C)(C)OB([C:17]2[CH:22]=[CH:21][C:20]([B:23]3[NH:28][C:27]4[CH:29]=[CH:30][CH:31]=[C:32]5[CH:33]=[CH:34][CH:35]=[C:25]([C:26]=45)[NH:24]3)=[CH:19][CH:18]=2)O1.O.O.O.O.O.O.O.O.O.O.C(=O)([O-])[O-].[Na+].[Na+], predict the reaction product. The product is: [NH:24]1[C:25]2=[CH:35][CH:34]=[CH:33][C:32]3=[CH:31][CH:30]=[CH:29][C:27](=[C:26]23)[NH:28][B:23]1[C:20]1[CH:19]=[CH:18][C:17]([C:2]2[C:3]([NH2:8])=[N:4][CH:5]=[CH:6][CH:7]=2)=[CH:22][CH:21]=1.